From a dataset of Full USPTO retrosynthesis dataset with 1.9M reactions from patents (1976-2016). Predict the reactants needed to synthesize the given product. (1) Given the product [CH2:40]([N:47]1[CH:51]=[C:50]([C:2]2[C:10]3[C:5](=[N:6][CH:7]=[C:8]([C:11]4[CH:12]=[CH:13][C:14]([N:17]5[CH2:22][CH2:21][N:20]([C:23]([O:25][C:26]([CH3:29])([CH3:28])[CH3:27])=[O:24])[CH2:19][CH2:18]5)=[N:15][CH:16]=4)[CH:9]=3)[N:4]([S:30]([C:33]3[CH:39]=[CH:38][C:36]([CH3:37])=[CH:35][CH:34]=3)(=[O:32])=[O:31])[CH:3]=2)[CH:49]=[N:48]1)[C:41]1[CH:46]=[CH:45][CH:44]=[CH:43][CH:42]=1, predict the reactants needed to synthesize it. The reactants are: I[C:2]1[C:10]2[C:5](=[N:6][CH:7]=[C:8]([C:11]3[CH:12]=[CH:13][C:14]([N:17]4[CH2:22][CH2:21][N:20]([C:23]([O:25][C:26]([CH3:29])([CH3:28])[CH3:27])=[O:24])[CH2:19][CH2:18]4)=[N:15][CH:16]=3)[CH:9]=2)[N:4]([S:30]([C:33]2[CH:39]=[CH:38][C:36]([CH3:37])=[CH:35][CH:34]=2)(=[O:32])=[O:31])[CH:3]=1.[CH2:40]([N:47]1[CH:51]=[C:50](B2OC(C)(C)C(C)(C)O2)[CH:49]=[N:48]1)[C:41]1[CH:46]=[CH:45][CH:44]=[CH:43][CH:42]=1.C(=O)([O-])[O-].[Na+].[Na+]. (2) Given the product [Cl:3][C:4]1[CH:9]=[C:8]([S:10]([CH2:13][C:14]([OH:16])=[O:15])(=[O:12])=[O:11])[CH:7]=[CH:6][C:5]=1[NH:18][C:19](=[O:27])[C@:20]([OH:26])([CH3:25])[C:21]([F:24])([F:23])[F:22], predict the reactants needed to synthesize it. The reactants are: [OH-].[Na+].[Cl:3][C:4]1[CH:9]=[C:8]([S:10]([CH2:13][C:14]([O:16]C)=[O:15])(=[O:12])=[O:11])[CH:7]=[CH:6][C:5]=1[NH:18][C:19](=[O:27])[C@:20]([OH:26])([CH3:25])[C:21]([F:24])([F:23])[F:22].Cl.